The task is: Regression. Given a peptide amino acid sequence and an MHC pseudo amino acid sequence, predict their binding affinity value. This is MHC class I binding data.. This data is from Peptide-MHC class I binding affinity with 185,985 pairs from IEDB/IMGT. The peptide sequence is FVSCDFTIV. The MHC is HLA-A02:02 with pseudo-sequence HLA-A02:02. The binding affinity (normalized) is 0.815.